Dataset: Forward reaction prediction with 1.9M reactions from USPTO patents (1976-2016). Task: Predict the product of the given reaction. (1) Given the reactants [CH:1]([C:4]1[CH:9]=[CH:8][C:7]([C:10]2[O:14][C:13]([C:15]3[CH:16]=[C:17]([CH:22]=[CH:23][CH:24]=3)[C:18]([O:20]C)=[O:19])=[N:12][N:11]=2)=[CH:6][CH:5]=1)([CH3:3])[CH3:2].[OH-].[Na+].C([O-])(O)=O.[Na+], predict the reaction product. The product is: [CH:1]([C:4]1[CH:5]=[CH:6][C:7]([C:10]2[O:14][C:13]([C:15]3[CH:16]=[C:17]([CH:22]=[CH:23][CH:24]=3)[C:18]([OH:20])=[O:19])=[N:12][N:11]=2)=[CH:8][CH:9]=1)([CH3:3])[CH3:2]. (2) Given the reactants C([O:4][CH2:5][C:6]([CH3:46])([CH3:45])[CH2:7][N:8]1[C:14]2[CH:15]=[CH:16][C:17]([Cl:19])=[CH:18][C:13]=2[C@H:12]([CH2:20][CH:21]([CH3:24])[CH2:22][CH3:23])[O:11][C@H:10]([CH2:25][C:26]([NH:28][C:29]2[CH:30]=[C:31]([C:39]([O:41]CC)=[O:40])[C:32]3[C:37]([CH:38]=2)=[CH:36][CH:35]=[CH:34][CH:33]=3)=[O:27])[C:9]1=[O:44])(=O)C.[OH-].[Na+].C(O)C, predict the reaction product. The product is: [Cl:19][C:17]1[CH:16]=[CH:15][C:14]2[N:8]([CH2:7][C:6]([CH3:45])([CH3:46])[CH2:5][OH:4])[C:9](=[O:44])[C@@H:10]([CH2:25][C:26]([NH:28][C:29]3[CH:30]=[C:31]([C:39]([OH:41])=[O:40])[C:32]4[C:37]([CH:38]=3)=[CH:36][CH:35]=[CH:34][CH:33]=4)=[O:27])[O:11][C@@H:12]([CH2:20][CH:21]([CH3:24])[CH2:22][CH3:23])[C:13]=2[CH:18]=1. (3) Given the reactants [C:1]([O:5][C@@H:6]([C:10]1[C:34]([CH3:35])=[CH:33][C:13]2[N:14]=[C:15]([C:17]3[CH:22]=[CH:21][CH:20]=[C:19]([C:23]4[CH:24]=[C:25]5[C:29](=[CH:30][CH:31]=4)[N:28]([CH3:32])[N:27]=[CH:26]5)[CH:18]=3)[S:16][C:12]=2[C:11]=1[C:36]1[CH:41]=[CH:40][C:39](Cl)=[CH:38][CH:37]=1)[C:7]([OH:9])=[O:8])([CH3:4])([CH3:3])[CH3:2].[C:43]([O:49]C[C@@H](OC(C)(C)C)C1C(C)=CC2N=C(C3C=CC=C(C4C=C5C(=CC=4)N(C)N=C5)C=3)SC=2C=1C1C=CC2OC(C)OC=2C=1)(=[O:48])[C:44](C)(C)C, predict the reaction product. The product is: [C:1]([O:5][C@@H:6]([C:10]1[C:34]([CH3:35])=[CH:33][C:13]2[N:14]=[C:15]([C:17]3[CH:22]=[CH:21][CH:20]=[C:19]([C:23]4[CH:24]=[C:25]5[C:29](=[CH:30][CH:31]=4)[N:28]([CH3:32])[N:27]=[CH:26]5)[CH:18]=3)[S:16][C:12]=2[C:11]=1[C:36]1[CH:41]=[CH:40][C:39]2[O:48][CH:43]([CH3:44])[O:49][C:38]=2[CH:37]=1)[C:7]([OH:9])=[O:8])([CH3:4])([CH3:3])[CH3:2]. (4) Given the reactants [CH2:1]([O:9][C:10]1[CH:19]=[CH:18][C:13]([C:14]([NH:16][NH2:17])=[O:15])=[CH:12][C:11]=1[C:20]([F:23])([F:22])[F:21])[CH2:2][CH2:3][CH2:4][CH2:5][CH2:6][CH2:7][CH3:8].[C:24](#N)[CH3:25].O, predict the reaction product. The product is: [C:5]1([CH2:4][CH2:3][CH2:2][CH2:1][O:9][C:10]2[CH:19]=[CH:18][C:13]([C:14]([NH:16][NH2:17])=[O:15])=[CH:12][C:11]=2[C:20]([F:21])([F:22])[F:23])[CH:25]=[CH:24][CH:8]=[CH:7][CH:6]=1. (5) Given the reactants C[O:2][C:3](=[O:28])[CH2:4][C@@H:5]1[C:13]2[C:8](=[CH:9][CH:10]=[CH:11][CH:12]=2)[CH2:7][C@H:6]1[NH:14][C:15]([C:17]1[NH:18][C:19]2[C:24]([CH:25]=1)=[CH:23][C:22]([Cl:26])=[CH:21][C:20]=2[F:27])=[O:16].[OH-].[Na+], predict the reaction product. The product is: [Cl:26][C:22]1[CH:23]=[C:24]2[C:19](=[C:20]([F:27])[CH:21]=1)[NH:18][C:17]([C:15]([NH:14][C@@H:6]1[CH2:7][C:8]3[C:13](=[CH:12][CH:11]=[CH:10][CH:9]=3)[C@H:5]1[CH2:4][C:3]([OH:28])=[O:2])=[O:16])=[CH:25]2.